Dataset: Full USPTO retrosynthesis dataset with 1.9M reactions from patents (1976-2016). Task: Predict the reactants needed to synthesize the given product. Given the product [CH3:27][N:28]1[C:32]([CH3:33])=[CH:31][C:30]([C:34]([NH:23][C:22]2[CH:24]=[CH:25][CH:26]=[C:20]([CH2:19][CH2:18][N:15]3[CH2:14][CH2:13][N:12]([C:8]4[CH:7]=[CH:6][CH:5]=[C:4]5[C:9]=4[CH:10]=[CH:11][C:2]([CH3:1])=[N:3]5)[CH2:17][CH2:16]3)[CH:21]=2)=[O:35])=[N:29]1, predict the reactants needed to synthesize it. The reactants are: [CH3:1][C:2]1[CH:11]=[CH:10][C:9]2[C:4](=[CH:5][CH:6]=[CH:7][C:8]=2[N:12]2[CH2:17][CH2:16][N:15]([CH2:18][CH2:19][C:20]3[CH:21]=[C:22]([CH:24]=[CH:25][CH:26]=3)[NH2:23])[CH2:14][CH2:13]2)[N:3]=1.[CH3:27][N:28]1[C:32]([CH3:33])=[CH:31][C:30]([C:34](O)=[O:35])=[N:29]1.